This data is from Catalyst prediction with 721,799 reactions and 888 catalyst types from USPTO. The task is: Predict which catalyst facilitates the given reaction. (1) Reactant: [NH:1]1[CH2:6][CH2:5][CH2:4][CH2:3][C@H:2]1[CH2:7][OH:8].[H-].[Na+].Cl[C:12]1[CH:13]=[CH:14][C:15]2[N:16]([C:18]([C:21]3[O:29][C:28]4[CH:27]=[CH:26][N:25]=[C:24]([O:30][CH3:31])[C:23]=4[CH:22]=3)=[CH:19][N:20]=2)[N:17]=1. Product: [CH3:31][O:30][C:24]1[C:23]2[CH:22]=[C:21]([C:18]3[N:16]4[N:17]=[C:12]([O:8][CH2:7][C@@H:2]5[CH2:3][CH2:4][CH2:5][CH2:6][NH:1]5)[CH:13]=[CH:14][C:15]4=[N:20][CH:19]=3)[O:29][C:28]=2[CH:27]=[CH:26][N:25]=1. The catalyst class is: 1. (2) Reactant: [CH2:1]([C:3]1[CH:4]=[N:5][C:6]([N:9]2[CH2:14][CH2:13][CH:12]([N:15]3[CH2:20][CH2:19][CH2:18][C@H:17]([NH:21][CH3:22])[C:16]3=[O:23])[CH2:11][CH2:10]2)=[N:7][CH:8]=1)[CH3:2].[F:24][C:25]1[CH:30]=[C:29]([S:31]([CH3:34])(=[O:33])=[O:32])[C:28]([F:35])=[CH:27][C:26]=1F.C([O-])([O-])=O.[Na+].[Na+]. Product: [F:24][C:25]1[CH:30]=[C:29]([S:31]([CH3:34])(=[O:33])=[O:32])[C:28]([F:35])=[CH:27][C:26]=1[N:21]([CH3:22])[C@H:17]1[CH2:18][CH2:19][CH2:20][N:15]([CH:12]2[CH2:11][CH2:10][N:9]([C:6]3[N:5]=[CH:4][C:3]([CH2:1][CH3:2])=[CH:8][N:7]=3)[CH2:14][CH2:13]2)[C:16]1=[O:23]. The catalyst class is: 3. (3) Reactant: [NH2:1][C:2]1[CH:3]=[C:4]([OH:10])[CH:5]=[C:6]([O:8][CH3:9])[CH:7]=1.[C:11](O[C:11]([O:13][C:14]([CH3:17])([CH3:16])[CH3:15])=[O:12])([O:13][C:14]([CH3:17])([CH3:16])[CH3:15])=[O:12]. Product: [OH:10][C:4]1[CH:3]=[C:2]([NH:1][C:11](=[O:12])[O:13][C:14]([CH3:17])([CH3:16])[CH3:15])[CH:7]=[C:6]([O:8][CH3:9])[CH:5]=1. The catalyst class is: 56. (4) Product: [CH3:1][C:2]1([CH3:15])[C:14]2[CH:9]3[N:10]([C:16]([O:18][C:19]([CH3:22])([CH3:21])[CH3:20])=[O:17])[C:11](=[O:13])[CH2:12][CH:8]3[CH2:7][C:6]=2[CH2:5][CH2:4][CH2:3]1. The catalyst class is: 4. Reactant: [CH3:1][C:2]1([CH3:15])[C:14]2[CH:9]3[NH:10][C:11](=[O:13])[CH2:12][CH:8]3[CH2:7][C:6]=2[CH2:5][CH2:4][CH2:3]1.[C:16](O[C:16]([O:18][C:19]([CH3:22])([CH3:21])[CH3:20])=[O:17])([O:18][C:19]([CH3:22])([CH3:21])[CH3:20])=[O:17].CCN(CC)CC. (5) Product: [Br:1][C:2]1[CH:7]=[CH:6][C:5]([S:11][CH2:9][CH3:10])=[CH:4][N:3]=1. The catalyst class is: 3. Reactant: [Br:1][C:2]1[CH:7]=[CH:6][C:5](F)=[CH:4][N:3]=1.[CH2:9]([S-:11])[CH3:10].[Na+]. (6) Reactant: [N:1]1[C:9]([NH2:10])=[C:8]2[C:4]([N:5]=[CH:6][NH:7]2)=[N:3][CH:2]=1.[CH3:11][O:12][C:13]([CH:15]([P:26]([O:30][CH3:31])([O:28][CH3:29])=[O:27])[O:16][C@H:17]1[CH2:21][C@@H:20](OC(=O)C)[CH:19]=[CH:18]1)=[O:14].C(=O)([O-])[O-].[Cs+].[Cs+].C1(P(C2C=CC=CC=2)CCCCP(C2C=CC=CC=2)C2C=CC=CC=2)C=CC=CC=1. The catalyst class is: 245. Product: [CH3:11][O:12][C:13]([CH:15]([P:26]([O:30][CH3:31])([O:28][CH3:29])=[O:27])[O:16][C@@H:17]1[CH2:21][C@H:20]([N:5]2[CH:6]=[N:7][C:8]3[C:4]2=[N:3][CH:2]=[N:1][C:9]=3[NH2:10])[CH:19]=[CH:18]1)=[O:14]. (7) Reactant: [Br:1][C:2]1[CH:7]=[CH:6][C:5]([CH3:8])=[C:4]([Cl:9])[CH:3]=1.[Br:10]N1C(=O)CCC1=O. Product: [Br:1][C:2]1[CH:7]=[CH:6][C:5]([CH2:8][Br:10])=[C:4]([Cl:9])[CH:3]=1. The catalyst class is: 734. (8) Reactant: Cl[CH2:2][CH2:3][CH2:4][CH2:5][C:6](=O)[CH2:7][C:8](=O)[CH2:9][CH3:10].[NH2:13][NH2:14]. Product: [CH2:9]([C:8]1[CH:7]=[C:6]2[CH2:5][CH2:4][CH2:3][CH2:2][N:14]2[N:13]=1)[CH3:10]. The catalyst class is: 144. (9) Reactant: [H-].[Na+].[Br:3][C:4]1[CH:5]=[C:6]([CH:20]=[CH:21][CH:22]=1)[C:7]([C:9]1[CH:18]=[C:17]([CH3:19])[C:12]2[NH:13][C:14](=[O:16])[O:15][C:11]=2[CH:10]=1)=[O:8].I[CH3:24]. Product: [Br:3][C:4]1[CH:5]=[C:6]([CH:20]=[CH:21][CH:22]=1)[C:7]([C:9]1[CH:18]=[C:17]([CH3:19])[C:12]2[N:13]([CH3:24])[C:14](=[O:16])[O:15][C:11]=2[CH:10]=1)=[O:8]. The catalyst class is: 3.